Dataset: Forward reaction prediction with 1.9M reactions from USPTO patents (1976-2016). Task: Predict the product of the given reaction. (1) Given the reactants [CH3:1][N:2]([CH3:42])[C:3]([C:5]1[CH:6]=[C:7]([CH:31](C(OCC)=O)[C:32]([O:34]CC)=[O:33])[CH:8]=[CH:9][C:10]=1[NH:11][C:12]([C:14]1[CH:19]=[CH:18][CH:17]=[C:16]([CH3:20])[C:15]=1[C:21]1[CH:26]=[CH:25][C:24]([C:27]([F:30])([F:29])[F:28])=[CH:23][CH:22]=1)=[O:13])=[O:4].C([O-])([O-])=O.[K+].[K+].CCO, predict the reaction product. The product is: [CH3:42][N:2]([CH3:1])[C:3]([C:5]1[CH:6]=[C:7]([CH2:31][C:32]([OH:34])=[O:33])[CH:8]=[CH:9][C:10]=1[NH:11][C:12]([C:14]1[CH:19]=[CH:18][CH:17]=[C:16]([CH3:20])[C:15]=1[C:21]1[CH:26]=[CH:25][C:24]([C:27]([F:28])([F:30])[F:29])=[CH:23][CH:22]=1)=[O:13])=[O:4]. (2) The product is: [CH:1]1([C@H:5]([NH:7][C:8]2[N:16]=[C:15]([C:17]([O:19][CH3:20])=[O:18])[N:14]=[C:13]3[C:9]=2[N:10]([CH2:45][C:46]2[CH:51]=[CH:50][C:49]([C:52]([F:53])([F:54])[F:55])=[CH:48][CH:47]=2)[C:11]([CH:21]2[CH2:26][CH2:25][CH2:24][CH2:23][CH:22]2[C:39]2[CH:44]=[CH:43][CH:42]=[CH:41][CH:40]=2)=[N:12]3)[CH3:6])[CH2:4][CH2:3][CH2:2]1. Given the reactants [CH:1]1([C@H:5]([NH:7][C:8]2[N:16]=[C:15]([C:17]([O:19][CH3:20])=[O:18])[N:14]=[C:13]3[C:9]=2[N:10]([CH2:45][C:46]2[CH:51]=[CH:50][C:49]([C:52]([F:55])([F:54])[F:53])=[CH:48][CH:47]=2)[C:11]([CH:21]2[CH2:26][CH2:25][CH2:24][C:23](=NNS(C4C=CC(C)=CC=4)(=O)=O)[CH:22]2[C:39]2[CH:44]=[CH:43][CH:42]=[CH:41][CH:40]=2)=[N:12]3)[CH3:6])[CH2:4][CH2:3][CH2:2]1.CS(C)=O.C1CCCCC1.[BH3-]C#N.[Na+], predict the reaction product. (3) Given the reactants [Cl:1][C:2]1[CH:18]=[C:17]([C:19]#[N:20])[CH:16]=[C:15]([Cl:21])[C:3]=1[C:4]([NH:6][C:7]1[CH:12]=[CH:11][N:10]=[C:9]([Cl:13])[C:8]=1[F:14])=O.S(Cl)([Cl:24])=O, predict the reaction product. The product is: [Cl:1][C:2]1[CH:18]=[C:17]([C:19]#[N:20])[CH:16]=[C:15]([Cl:21])[C:3]=1[C:4]([Cl:24])=[N:6][C:7]1[CH:12]=[CH:11][N:10]=[C:9]([Cl:13])[C:8]=1[F:14].